This data is from Full USPTO retrosynthesis dataset with 1.9M reactions from patents (1976-2016). The task is: Predict the reactants needed to synthesize the given product. (1) Given the product [CH3:45][C:44]1[CH:46]=[CH:47][C:41]([S:38]([O:1][CH2:2][CH2:3][O:4][CH2:5][CH2:6][O:7][CH2:8][CH2:9][O:10][C:11]2[CH:16]=[CH:15][C:14]([N:17]3[C:21]([CH3:22])([CH3:23])[C:20](=[O:24])[N:19]([C:25]4[CH:32]=[CH:31][C:28]([C:29]#[N:30])=[C:27]([C:33]([F:36])([F:34])[F:35])[CH:26]=4)[C:18]3=[S:37])=[CH:13][CH:12]=2)(=[O:40])=[O:39])=[CH:42][CH:43]=1, predict the reactants needed to synthesize it. The reactants are: [OH:1][CH2:2][CH2:3][O:4][CH2:5][CH2:6][O:7][CH2:8][CH2:9][O:10][C:11]1[CH:16]=[CH:15][C:14]([N:17]2[C:21]([CH3:23])([CH3:22])[C:20](=[O:24])[N:19]([C:25]3[CH:32]=[CH:31][C:28]([C:29]#[N:30])=[C:27]([C:33]([F:36])([F:35])[F:34])[CH:26]=3)[C:18]2=[S:37])=[CH:13][CH:12]=1.[S:38](Cl)([C:41]1[CH:47]=[CH:46][C:44]([CH3:45])=[CH:43][CH:42]=1)(=[O:40])=[O:39].[I-].[K+]. (2) Given the product [CH2:1]([O:5][C:6]([C:8]1([CH:16]=[CH2:17])[CH2:13][O:12][C:11]([CH3:15])([CH3:14])[O:10][CH2:9]1)=[O:7])[CH3:2], predict the reactants needed to synthesize it. The reactants are: [C:1]([O:5][C:6]([C:8]1([CH:16]=[CH2:17])[CH2:13][O:12][C:11]([CH3:15])([CH3:14])[O:10][CH2:9]1)=[O:7])(C)(C)[CH3:2].C(OC(C1(C(=O)C)COC(C)(C)OC1)=O)C. (3) Given the product [C:1]([O:8][CH:13]1[CH2:14][CH2:15][CH:10]([OH:16])[CH2:11][CH2:12]1)(=[O:24])[C:2]1[CH:7]=[CH:6][CH:5]=[CH:4][CH:3]=1, predict the reactants needed to synthesize it. The reactants are: [C:1](Cl)(=[O:8])[C:2]1[CH:7]=[CH:6][CH:5]=[CH:4][CH:3]=1.[C:10]1(O)([OH:16])[CH2:15][CH2:14][CH2:13][CH2:12][CH2:11]1.N1C=CC=CC=1.[O:24]1CCCC1. (4) Given the product [CH:1]([C:4]1[CH:9]=[CH:8][CH:7]=[C:6]([C:10]2[CH:15]=[CH:14][CH:13]=[CH:12][CH:11]=2)[C:5]=1[OH:16])([CH3:3])[CH3:2], predict the reactants needed to synthesize it. The reactants are: [CH:1]([C:4]1[CH:9]=[CH:8][CH:7]=[C:6]([C:10]2[CH:15]=[CH:14][CH:13]=[CH:12][CH:11]=2)[C:5]=1[O:16]C)([CH3:3])[CH3:2].B(Br)(Br)Br.O.C(OCC)C. (5) Given the product [O:2]=[C:3]([C:10]1[CH:15]=[CH:14][CH:13]=[CH:12][CH:11]=1)[CH2:4][C:5](=[NH:9])[O:6][CH2:7][CH3:8], predict the reactants needed to synthesize it. The reactants are: Cl.[O:2]=[C:3]([C:10]1[CH:15]=[CH:14][CH:13]=[CH:12][CH:11]=1)[CH2:4][C:5](=[NH:9])[O:6][CH2:7][CH3:8].C(N(CC)CC)C.